This data is from NCI-60 drug combinations with 297,098 pairs across 59 cell lines. The task is: Regression. Given two drug SMILES strings and cell line genomic features, predict the synergy score measuring deviation from expected non-interaction effect. (1) Drug 1: C1=CC=C(C=C1)NC(=O)CCCCCCC(=O)NO. Drug 2: CC12CCC3C(C1CCC2O)C(CC4=C3C=CC(=C4)O)CCCCCCCCCS(=O)CCCC(C(F)(F)F)(F)F. Cell line: SK-OV-3. Synergy scores: CSS=-2.70, Synergy_ZIP=-0.893, Synergy_Bliss=-4.97, Synergy_Loewe=-4.49, Synergy_HSA=-5.63. (2) Drug 1: CN(C)C1=NC(=NC(=N1)N(C)C)N(C)C. Drug 2: CC(C)NC(=O)C1=CC=C(C=C1)CNNC.Cl. Cell line: M14. Synergy scores: CSS=-1.54, Synergy_ZIP=4.95, Synergy_Bliss=5.32, Synergy_Loewe=1.69, Synergy_HSA=0.0808.